From a dataset of Catalyst prediction with 721,799 reactions and 888 catalyst types from USPTO. Predict which catalyst facilitates the given reaction. (1) Reactant: [OH-].[Na+].[C:11](O[C:11]([O:13][C:14]([CH3:17])([CH3:16])[CH3:15])=[O:12])([O:13][C:14]([CH3:17])([CH3:16])[CH3:15])=[O:12].Cl.C(OCC)(=O)C.[NH2:25][CH2:26][CH2:27][OH:28]. Product: [C:14]([O:13][C:11]([NH:25][CH2:26][CH2:27][OH:28])=[O:12])([CH3:15])([CH3:16])[CH3:17]. The catalyst class is: 30. (2) Reactant: [C:1]([O:5][C:6](=[O:18])[CH2:7][O:8][CH2:9][C:10]1[CH:15]=[CH:14][C:13]([CH3:16])=[C:12](I)[CH:11]=1)([CH3:4])([CH3:3])[CH3:2].C(N(CC)CC)C.[CH3:26][C:27]1([CH3:34])[C:31]([CH3:33])([CH3:32])[O:30][BH:29][O:28]1. Product: [C:1]([O:5][C:6](=[O:18])[CH2:7][O:8][CH2:9][C:10]1[CH:15]=[CH:14][C:13]([CH3:16])=[C:12]([B:29]2[O:30][C:31]([CH3:33])([CH3:32])[C:27]([CH3:34])([CH3:26])[O:28]2)[CH:11]=1)([CH3:4])([CH3:3])[CH3:2]. The catalyst class is: 184. (3) Reactant: [CH2:1]([C@@H:8]([CH2:19][OH:20])[C@H:9]([C:11]1[CH:16]=[CH:15][C:14]([Br:17])=[CH:13][C:12]=1F)[OH:10])[C:2]1[CH:7]=[CH:6][CH:5]=[CH:4][CH:3]=1.CC(C)([O-])C.[K+]. Product: [CH2:1]([C@@H:8]1[C@@H:9]([OH:10])[C:11]2[C:16](=[CH:15][C:14]([Br:17])=[CH:13][CH:12]=2)[O:20][CH2:19]1)[C:2]1[CH:7]=[CH:6][CH:5]=[CH:4][CH:3]=1. The catalyst class is: 30.